This data is from Forward reaction prediction with 1.9M reactions from USPTO patents (1976-2016). The task is: Predict the product of the given reaction. (1) Given the reactants [Cl:1][S:2]([OH:5])(=O)=[O:3].[F:6][C:7]1[CH:12]=[CH:11][C:10]([CH3:13])=[CH:9][C:8]=1[OH:14], predict the reaction product. The product is: [F:6][C:7]1[C:8]([OH:14])=[CH:9][C:10]([CH3:13])=[C:11]([S:2]([Cl:1])(=[O:5])=[O:3])[CH:12]=1. (2) Given the reactants [CH3:1][S:2]([C:5]1[C:6]([C:15](Cl)=[O:16])=[N:7][CH:8]=[C:9]([C:11]([F:14])([F:13])[F:12])[CH:10]=1)(=[O:4])=[O:3].[CH3:18][NH:19][C:20]1[CH:21]=[N:22][C:23]([C:27]([F:30])([F:29])[F:28])=[CH:24][C:25]=1[NH2:26], predict the reaction product. The product is: [CH3:18][NH:19][C:20]1[C:25]([NH:26][C:15]([C:6]2[C:5]([S:2]([CH3:1])(=[O:4])=[O:3])=[CH:10][C:9]([C:11]([F:14])([F:13])[F:12])=[CH:8][N:7]=2)=[O:16])=[CH:24][C:23]([C:27]([F:28])([F:29])[F:30])=[N:22][CH:21]=1.